Dataset: Peptide-MHC class II binding affinity with 134,281 pairs from IEDB. Task: Regression. Given a peptide amino acid sequence and an MHC pseudo amino acid sequence, predict their binding affinity value. This is MHC class II binding data. (1) The peptide sequence is EGGNIYTKKEAFNVE. The MHC is DRB1_0405 with pseudo-sequence DRB1_0405. The binding affinity (normalized) is 0.136. (2) The peptide sequence is PRAPWIEQEGPEYW. The MHC is HLA-DQA10501-DQB10201 with pseudo-sequence HLA-DQA10501-DQB10201. The binding affinity (normalized) is 0.460. (3) The peptide sequence is WGAIWRIDTPEVLKG. The MHC is HLA-DPA10201-DPB10101 with pseudo-sequence HLA-DPA10201-DPB10101. The binding affinity (normalized) is 0.276. (4) The peptide sequence is WNRQFYPEWTEAQRLD. The MHC is DRB1_0401 with pseudo-sequence DRB1_0401. The binding affinity (normalized) is 0.434. (5) The peptide sequence is AMILDGDNLFPKV. The MHC is DRB1_0401 with pseudo-sequence DRB1_0401. The binding affinity (normalized) is 0.443. (6) The peptide sequence is FEIKCTKPEACSGEP. The MHC is HLA-DPA10201-DPB10101 with pseudo-sequence HLA-DPA10201-DPB10101. The binding affinity (normalized) is 0.